From a dataset of Reaction yield outcomes from USPTO patents with 853,638 reactions. Predict the reaction yield, written as a fraction of the theoretical maximum amount of product (1.0 means a 100% yield; for example, 0.34 means a 34% yield). (1) The product is [CH:4]1([N:37]2[CH2:38][CH2:39][CH:34]([O:33][C:30]3[CH:31]=[CH:32][C:27]([N:24]4[CH2:25][CH2:26][N:21]([C:19]([C:16]5[CH:17]=[CH:18][C:13]([F:12])=[CH:14][CH:15]=5)=[O:20])[CH2:22][CH2:23]4)=[CH:28][CH:29]=3)[CH2:35][CH2:36]2)[CH2:6][CH2:5]1. The yield is 0.560. The catalyst is CO.C(O)(=O)C. The reactants are C(O[C:4]1(O[Si](C)(C)C)[CH2:6][CH2:5]1)C.[F:12][C:13]1[CH:18]=[CH:17][C:16]([C:19]([N:21]2[CH2:26][CH2:25][N:24]([C:27]3[CH:32]=[CH:31][C:30]([O:33][CH:34]4[CH2:39][CH2:38][NH:37][CH2:36][CH2:35]4)=[CH:29][CH:28]=3)[CH2:23][CH2:22]2)=[O:20])=[CH:15][CH:14]=1.C([BH3-])#N. (2) The reactants are C([N:9]=[C:10]=[S:11])(=O)C1C=CC=CC=1.C(O[C:15]([C:17]1[NH:18][CH:19]=[CH:20][C:21]=1[NH:22][CH2:23][C:24]1[NH:25][C:26](=[O:30])[CH:27]=[CH:28][CH:29]=1)=[O:16])C.C(=O)([O-])[O-].[K+].[K+].Cl. The catalyst is C(Cl)Cl. The product is [O:30]=[C:26]1[NH:25][C:24]([CH2:23][N:22]2[C:21]3[CH:20]=[CH:19][NH:18][C:17]=3[C:15](=[O:16])[NH:9][C:10]2=[S:11])=[CH:29][CH:28]=[CH:27]1. The yield is 0.370. (3) The reactants are [CH3:1][N:2]1[CH2:7][CH2:6][CH:5]([N:8]([C:22]2[CH:27]=[CH:26][CH:25]=[CH:24][CH:23]=2)[C:9]2[CH:21]=[CH:20][C:12]([C:13]([N:15]([CH2:18][CH3:19])[CH2:16][CH3:17])=[O:14])=[CH:11][CH:10]=2)[CH:4]([CH3:28])[CH2:3]1.ClC(O[C:33]1C=CC=C[CH:34]=1)=O.[OH-].[Na+].C(C1C=C(OC)C=C(C(C)(C)C)C=1C1C=C(N(C2C=CC=CC=2)C2CCN(C)CC2C)C=CC=1C([O-])=O)(C)(C)C.C(Br)C=C.C([O-])([O-])=O.[K+].[K+]. The catalyst is ClCCCl.C(O)C.C(N(CC)CC)C.C(O)C.C(O)(C)C.O.CO. The product is [CH2:1]([N:2]1[CH2:7][CH2:6][CH:5]([N:8]([C:22]2[CH:23]=[CH:24][CH:25]=[CH:26][CH:27]=2)[C:9]2[CH:21]=[CH:20][C:12]([C:13]([N:15]([CH2:18][CH3:19])[CH2:16][CH3:17])=[O:14])=[CH:11][CH:10]=2)[CH:4]([CH3:28])[CH2:3]1)[CH:33]=[CH2:34]. The yield is 0.930. (4) The reactants are [CH3:1][NH:2][CH2:3][C:4]1[CH:5]=[C:6]2[C:10](=[CH:11][CH:12]=1)[N:9]([CH3:13])[CH:8]=[CH:7]2.Cl.Cl.[CH3:16][N:17]1[CH2:23][C:22]2[CH:24]=[C:25](/[CH:28]=[CH:29]/[C:30](O)=[O:31])[CH:26]=[N:27][C:21]=2[NH:20][C:19](=[O:33])[CH2:18]1.C1C=CC2N(O)N=NC=2C=1.C(N(C(C)C)CC)(C)C.CCN=C=NCCCN(C)C.Cl. The catalyst is CN(C=O)C.C(OCC)C.O. The product is [CH3:1][N:2]([CH2:3][C:4]1[CH:5]=[C:6]2[C:10](=[CH:11][CH:12]=1)[N:9]([CH3:13])[CH:8]=[CH:7]2)[C:30](=[O:31])/[CH:29]=[CH:28]/[C:25]1[CH:26]=[N:27][C:21]2[NH:20][C:19](=[O:33])[CH2:18][N:17]([CH3:16])[CH2:23][C:22]=2[CH:24]=1. The yield is 0.780.